Dataset: Forward reaction prediction with 1.9M reactions from USPTO patents (1976-2016). Task: Predict the product of the given reaction. The product is: [CH3:32][O:71][C:70](=[O:72])[C:69]1[CH:73]=[CH:74][C:66]([NH:65][C:28]([C@H:9]2[C@H:8]([C:4]3[CH:5]=[CH:6][CH:7]=[C:2]([Cl:1])[C:3]=3[F:31])[C@:12]([C:15]3[CH:20]=[CH:19][C:18]([Cl:21])=[CH:17][C:16]=3[F:22])([C:13]#[N:14])[C@H:11]([CH2:23][C:24]([CH3:26])([CH3:25])[CH3:27])[NH:10]2)=[O:29])=[CH:67][C:68]=1[C:75]([F:76])([F:77])[F:78]. Given the reactants [Cl:1][C:2]1[C:3]([F:31])=[C:4]([CH:8]2[C:12]([C:15]3[CH:20]=[CH:19][C:18]([Cl:21])=[CH:17][C:16]=3[F:22])([C:13]#[N:14])[CH:11]([CH2:23][C:24]([CH3:27])([CH3:26])[CH3:25])[NH:10][CH:9]2[C:28](O)=[O:29])[CH:5]=[CH:6][CH:7]=1.[CH3:32]N(C(ON1N=NC2C=CC=NC1=2)=[N+](C)C)C.F[P-](F)(F)(F)(F)F.CCN(C(C)C)C(C)C.[NH2:65][C:66]1[CH:74]=[CH:73][C:69]([C:70]([OH:72])=[O:71])=[C:68]([C:75]([F:78])([F:77])[F:76])[CH:67]=1, predict the reaction product.